This data is from Catalyst prediction with 721,799 reactions and 888 catalyst types from USPTO. The task is: Predict which catalyst facilitates the given reaction. (1) Product: [CH3:6][C:7]1[O:8][CH:9]=[C:10]([CH2:12][N:13]2[CH2:14][CH2:15][N:16]([C:1](=[O:4])[CH:2]=[CH2:3])[CH2:17][CH2:18]2)[N:11]=1. The catalyst class is: 2. Reactant: [C:1](Cl)(=[O:4])[CH:2]=[CH2:3].[CH3:6][C:7]1[O:8][CH:9]=[C:10]([CH2:12][N:13]2[CH2:18][CH2:17][NH:16][CH2:15][CH2:14]2)[N:11]=1. (2) Reactant: [OH:1][C:2]1[CH:10]=[CH:9][C:5]([CH2:6][C:7]#[N:8])=[CH:4][CH:3]=1.C(=O)([O-])[O-].[K+].[K+].Br[CH:18](C)[C:19]#[N:20]. Product: [C:7]([CH2:6][C:5]1[CH:9]=[CH:10][C:2]([O:1][CH2:18][C:19]#[N:20])=[CH:3][CH:4]=1)#[N:8]. The catalyst class is: 21.